This data is from NCI-60 drug combinations with 297,098 pairs across 59 cell lines. The task is: Regression. Given two drug SMILES strings and cell line genomic features, predict the synergy score measuring deviation from expected non-interaction effect. (1) Drug 1: C1C(C(OC1N2C=NC3=C(N=C(N=C32)Cl)N)CO)O. Drug 2: N.N.Cl[Pt+2]Cl. Cell line: EKVX. Synergy scores: CSS=12.4, Synergy_ZIP=0.555, Synergy_Bliss=7.58, Synergy_Loewe=2.15, Synergy_HSA=2.60. (2) Drug 1: C1=CN(C(=O)N=C1N)C2C(C(C(O2)CO)O)O.Cl. Drug 2: CC1C(C(CC(O1)OC2CC(CC3=C2C(=C4C(=C3O)C(=O)C5=CC=CC=C5C4=O)O)(C(=O)C)O)N)O. Cell line: TK-10. Synergy scores: CSS=56.0, Synergy_ZIP=-3.65, Synergy_Bliss=-3.34, Synergy_Loewe=-36.4, Synergy_HSA=0.369. (3) Drug 1: CC12CCC(CC1=CCC3C2CCC4(C3CC=C4C5=CN=CC=C5)C)O. Drug 2: C1CC(C1)(C(=O)O)C(=O)O.[NH2-].[NH2-].[Pt+2]. Cell line: EKVX. Synergy scores: CSS=4.94, Synergy_ZIP=-0.273, Synergy_Bliss=3.02, Synergy_Loewe=0.495, Synergy_HSA=1.09. (4) Drug 1: C1=CC(=CC=C1CCC2=CNC3=C2C(=O)NC(=N3)N)C(=O)NC(CCC(=O)O)C(=O)O. Drug 2: C(CCl)NC(=O)N(CCCl)N=O. Cell line: HCT116. Synergy scores: CSS=55.2, Synergy_ZIP=2.76, Synergy_Bliss=3.76, Synergy_Loewe=-6.77, Synergy_HSA=4.10. (5) Cell line: OVCAR-4. Drug 1: CC1C(C(=O)NC(C(=O)N2CCCC2C(=O)N(CC(=O)N(C(C(=O)O1)C(C)C)C)C)C(C)C)NC(=O)C3=C4C(=C(C=C3)C)OC5=C(C(=O)C(=C(C5=N4)C(=O)NC6C(OC(=O)C(N(C(=O)CN(C(=O)C7CCCN7C(=O)C(NC6=O)C(C)C)C)C)C(C)C)C)N)C. Synergy scores: CSS=2.35, Synergy_ZIP=0.177, Synergy_Bliss=1.94, Synergy_Loewe=0.636, Synergy_HSA=0.812. Drug 2: CC1=CC=C(C=C1)C2=CC(=NN2C3=CC=C(C=C3)S(=O)(=O)N)C(F)(F)F.